This data is from Catalyst prediction with 721,799 reactions and 888 catalyst types from USPTO. The task is: Predict which catalyst facilitates the given reaction. Reactant: Br[C:2]1[CH:3]=[C:4]2[C:9](=[CH:10][CH:11]=1)[CH2:8][CH:7]([N:12]1[CH2:16][CH2:15][CH2:14][CH2:13]1)[CH2:6][CH2:5]2.[C:17]([O:21][C:22]([C:24]1[CH:25]=[C:26](B(O)O)[CH:27]=[CH:28][CH:29]=1)=[O:23])([CH3:20])([CH3:19])[CH3:18].C(=O)([O-])[O-].[Na+].[Na+]. Product: [N:12]1([CH:7]2[CH2:6][CH2:5][C:4]3[CH:3]=[C:2]([C:28]4[CH:29]=[C:24]([CH:25]=[CH:26][CH:27]=4)[C:22]([O:21][C:17]([CH3:19])([CH3:20])[CH3:18])=[O:23])[CH:11]=[CH:10][C:9]=3[CH2:8]2)[CH2:16][CH2:15][CH2:14][CH2:13]1. The catalyst class is: 216.